This data is from CYP3A4 inhibition data for predicting drug metabolism from PubChem BioAssay. The task is: Regression/Classification. Given a drug SMILES string, predict its absorption, distribution, metabolism, or excretion properties. Task type varies by dataset: regression for continuous measurements (e.g., permeability, clearance, half-life) or binary classification for categorical outcomes (e.g., BBB penetration, CYP inhibition). Dataset: cyp3a4_veith. The molecule is Cc1ccc(S(=O)(=O)N2CCC(C(=O)O)(c3ccccc3)CC2)cc1. The result is 0 (non-inhibitor).